Predict the product of the given reaction. From a dataset of Forward reaction prediction with 1.9M reactions from USPTO patents (1976-2016). (1) Given the reactants [OH-].[Na+].C[O:4][C:5](=[O:31])[CH2:6][C:7]1[CH:8]=[C:9]2[C:13](=[CH:14][CH:15]=1)[N:12]([C:16]1[C:17]3[CH2:30][CH2:29][CH2:28][C:18]=3[N:19]=[C:20]([C:22]3[S:23][C:24]([F:27])=[CH:25][CH:26]=3)[N:21]=1)[CH2:11][CH2:10]2.Cl, predict the reaction product. The product is: [F:27][C:24]1[S:23][C:22]([C:20]2[N:21]=[C:16]([N:12]3[C:13]4[C:9](=[CH:8][C:7]([CH2:6][C:5]([OH:31])=[O:4])=[CH:15][CH:14]=4)[CH2:10][CH2:11]3)[C:17]3[CH2:30][CH2:29][CH2:28][C:18]=3[N:19]=2)=[CH:26][CH:25]=1. (2) Given the reactants [Br:1][C:2]1[C:3]([NH:21][S:22]([CH3:25])(=[O:24])=[O:23])=[CH:4][C:5]2[O:9][C:8]([C:10]3[CH:15]=[CH:14][C:13]([F:16])=[CH:12][CH:11]=3)=[C:7]([C:17](O)=[O:18])[C:6]=2[CH:20]=1.C1C=CC2N(O)N=[N:32][C:30]=2C=1.CCN=C=NCCCN(C)C.CN, predict the reaction product. The product is: [Br:1][C:2]1[C:3]([NH:21][S:22]([CH3:25])(=[O:24])=[O:23])=[CH:4][C:5]2[O:9][C:8]([C:10]3[CH:15]=[CH:14][C:13]([F:16])=[CH:12][CH:11]=3)=[C:7]([C:17]([NH:32][CH3:30])=[O:18])[C:6]=2[CH:20]=1. (3) The product is: [F:34][C:35]([F:41])([F:40])[S:36]([NH:1][CH2:2][C:3]1[CH:4]=[CH:5][C:6]([CH3:26])=[C:7]([NH:9][C:10]2[C:19]3[CH:18]=[CH:17][NH:16][C:15](=[O:20])[C:14]=3[C:13]3[CH:21]=[C:22]([F:25])[CH:23]=[CH:24][C:12]=3[N:11]=2)[CH:8]=1)(=[O:38])=[O:37]. Given the reactants [NH2:1][CH2:2][C:3]1[CH:4]=[CH:5][C:6]([CH3:26])=[C:7]([NH:9][C:10]2[C:19]3[CH:18]=[CH:17][NH:16][C:15](=[O:20])[C:14]=3[C:13]3[CH:21]=[C:22]([F:25])[CH:23]=[CH:24][C:12]=3[N:11]=2)[CH:8]=1.C(N(CC)CC)C.[F:34][C:35]([F:41])([F:40])[S:36](Cl)(=[O:38])=[O:37], predict the reaction product. (4) Given the reactants [Cl:1][CH2:2][CH2:3][CH2:4][CH2:5][N:6]1[C:14]([O:15][CH3:16])=[N:13][C:12]2[C:7]1=[N:8][C:9](O[C@@H](C)CC)=[N:10][C:11]=2[NH2:17].FC(F)(F)C(O)=O.[CH3:30][C@H:31]([NH:35]C1NC2C(N=C(OC)N=2)=C(N)N=1)[CH2:32][CH2:33][CH3:34].BrCCCCCl, predict the reaction product. The product is: [Cl:1][CH2:2][CH2:3][CH2:4][CH2:5][N:6]1[C:14]([O:15][CH3:16])=[N:13][C:12]2[C:7]1=[N:8][C:9]([NH:35][C@@H:31]([CH3:30])[CH2:32][CH2:33][CH3:34])=[N:10][C:11]=2[NH2:17]. (5) The product is: [Cl:1][C:2]1[CH:3]=[CH:4][C:5]([C:24]([NH2:30])=[O:26])=[C:6]2[C:10]=1[N:9]=[C:8]1[N:11]([C:15]3[C:16]([Cl:23])=[CH:17][C:18]([Cl:22])=[CH:19][C:20]=3[Cl:21])[CH2:12][CH2:13][CH2:14][N:7]21. Given the reactants [Cl:1][C:2]1[CH:3]=[CH:4][C:5]([C:24]([O:26]C)=O)=[C:6]2[C:10]=1[N:9]=[C:8]1[N:11]([C:15]3[C:20]([Cl:21])=[CH:19][C:18]([Cl:22])=[CH:17][C:16]=3[Cl:23])[CH2:12][CH2:13][CH2:14][N:7]21.C([NH2:30])=O.C[O-].[Na+], predict the reaction product. (6) Given the reactants F[C:2]1[N:7]=[CH:6][C:5]([C:8]2[C:17]3[C:12](=[CH:13][C:14]([O:20][CH3:21])=[C:15]([O:18][CH3:19])[CH:16]=3)[CH:11]=[CH:10][N:9]=2)=[CH:4][CH:3]=1.[CH3:22][CH:23]([NH2:25])[CH3:24].CS(C)=O.O, predict the reaction product. The product is: [CH3:21][O:20][C:14]1[CH:13]=[C:12]2[C:17](=[CH:16][C:15]=1[O:18][CH3:19])[C:8]([C:5]1[CH:4]=[CH:3][C:2]([NH:25][CH:23]([CH3:24])[CH3:22])=[N:7][CH:6]=1)=[N:9][CH:10]=[CH:11]2. (7) Given the reactants C([O:8][C:9](=[O:35])[C@@H:10]([NH:18][C:19](=[O:34])[C@@H:20]([NH:22][C:23]([CH:25]1[CH2:33][C:32]2[C:27](=[CH:28][CH:29]=[CH:30][CH:31]=2)[CH2:26]1)=[O:24])[CH3:21])[CH2:11][C:12]1[CH:17]=[CH:16][CH:15]=[CH:14][CH:13]=1)C1C=CC=CC=1, predict the reaction product. The product is: [CH2:26]1[C:27]2[C:32](=[CH:31][CH:30]=[CH:29][CH:28]=2)[CH2:33][CH:25]1[C:23]([NH:22][C@@H:20]([CH3:21])[C:19]([NH:18][C@@H:10]([CH2:11][C:12]1[CH:13]=[CH:14][CH:15]=[CH:16][CH:17]=1)[C:9]([OH:35])=[O:8])=[O:34])=[O:24]. (8) Given the reactants Cl.NO.O[K].CC1[N:8]([C:13]2[CH:17]=[C:16]([C:18]([OH:21])([CH3:20])[CH3:19])[N:15]([CH3:22])[N:14]=2)C(C)=CC=1, predict the reaction product. The product is: [NH2:8][C:13]1[CH:17]=[C:16]([C:18]([OH:21])([CH3:19])[CH3:20])[N:15]([CH3:22])[N:14]=1. (9) Given the reactants [CH3:1][C:2]1[CH:3]=[C:4]([CH:7]=[C:8]([CH3:11])[C:9]=1[OH:10])[CH:5]=[O:6].[CH3:12][C:13]1[O:17][C:16]([C:18]2[CH:23]=[CH:22][CH:21]=[CH:20][CH:19]=2)=[N:15][C:14]=1[CH2:24][CH2:25]OS(C)(=O)=O, predict the reaction product. The product is: [CH3:1][C:2]1[CH:3]=[C:4]([CH:7]=[C:8]([CH3:11])[C:9]=1[O:10][CH2:25][CH2:24][C:14]1[N:15]=[C:16]([C:18]2[CH:23]=[CH:22][CH:21]=[CH:20][CH:19]=2)[O:17][C:13]=1[CH3:12])[CH:5]=[O:6]. (10) Given the reactants Cl[C:2]1[CH:3]=[CH:4][C:5]2[C:15]3[C:10](=[CH:11][N:12]=[CH:13][CH:14]=3)[CH2:9][O:8][C:6]=2[CH:7]=1.[OH:16][CH2:17][C@@H:18]([NH:23][C:24](=[O:30])[O:25][C:26]([CH3:29])([CH3:28])[CH3:27])[CH2:19][CH:20]([CH3:22])[CH3:21].C(=O)([O-])[O-].[Cs+].[Cs+], predict the reaction product. The product is: [CH:14]1[CH:13]=[N:12][CH:11]=[C:10]2[CH2:9][O:8][C:6]3[CH:7]=[C:2]([O:16][CH2:17][CH:18]([NH:23][C:24](=[O:30])[O:25][C:26]([CH3:27])([CH3:29])[CH3:28])[CH2:19][CH:20]([CH3:22])[CH3:21])[CH:3]=[CH:4][C:5]=3[C:15]=12.